This data is from Catalyst prediction with 721,799 reactions and 888 catalyst types from USPTO. The task is: Predict which catalyst facilitates the given reaction. (1) Reactant: [CH2:1]([O:3][C:4]1[C:12]2[CH2:11][N:10]([C:13]3[CH:18]=[CH:17][C:16]([CH2:19][C:20]([O:22]CC)=[O:21])=[CH:15][CH:14]=3)[C:9](=[O:25])[C:8]=2[C:7]([O:26][CH2:27][CH3:28])=[C:6]2[CH:29]=[CH:30][CH:31]=[CH:32][C:5]=12)[CH3:2].C(=O)([O-])[O-].[K+].[K+].C(O)C. Product: [CH2:1]([O:3][C:4]1[C:12]2[CH2:11][N:10]([C:13]3[CH:14]=[CH:15][C:16]([CH2:19][C:20]([OH:22])=[O:21])=[CH:17][CH:18]=3)[C:9](=[O:25])[C:8]=2[C:7]([O:26][CH2:27][CH3:28])=[C:6]2[CH:29]=[CH:30][CH:31]=[CH:32][C:5]=12)[CH3:2]. The catalyst class is: 6. (2) Reactant: [NH2:1][C:2]1[C:7]([C:8]2[O:12][N:11]=[C:10]([CH2:13][C:14]3[CH:19]=[CH:18][C:17]([OH:20])=[CH:16][CH:15]=3)[CH:9]=2)=[CH:6][CH:5]=[CH:4][N:3]=1.[OH-].[Na+].[F:23][C:24]1[CH:31]=[CH:30][CH:29]=[CH:28][C:25]=1[CH2:26]Br. Product: [F:23][C:24]1[CH:31]=[CH:30][CH:29]=[CH:28][C:25]=1[CH2:26][O:20][C:17]1[CH:18]=[CH:19][C:14]([CH2:13][C:10]2[CH:9]=[C:8]([C:7]3[C:2]([NH2:1])=[N:3][CH:4]=[CH:5][CH:6]=3)[O:12][N:11]=2)=[CH:15][CH:16]=1. The catalyst class is: 5.